Dataset: Retrosynthesis with 50K atom-mapped reactions and 10 reaction types from USPTO. Task: Predict the reactants needed to synthesize the given product. (1) Given the product O=C(O)c1cc2ccccc2n1-c1ccc(F)cc1, predict the reactants needed to synthesize it. The reactants are: Fc1ccc(I)cc1.O=C(O)c1cc2ccccc2[nH]1. (2) Given the product COC(=O)c1sc2ncc(NC(C)=O)cc2c1OCC(=O)OC(C)(C)C, predict the reactants needed to synthesize it. The reactants are: CC(=O)OC(C)=O.COC(=O)c1sc2ncc(N)cc2c1OCC(=O)OC(C)(C)C. (3) Given the product CN(C)CCN1c2ccccc2N(C)C(=O)c2cccnc21, predict the reactants needed to synthesize it. The reactants are: CN(C)CCCl.CN1C(=O)c2cccnc2Nc2ccccc21. (4) The reactants are: CN(C)c1ccc(S(=O)(=O)N[C@H](C=O)CC(=O)OC(C)(C)C)c(OCCc2cccc3ncccc23)c1. Given the product CN(C)c1ccc(S(=O)(=O)N[C@H](C=O)CC(=O)O)c(OCCc2cccc3ncccc23)c1, predict the reactants needed to synthesize it. (5) Given the product CN(C)CC1CC2CCC(C2)C1=O, predict the reactants needed to synthesize it. The reactants are: C=O.CNC.O=C1CCC2CCC1C2. (6) Given the product COc1ccc(Br)cc1-c1cc(Nc2ccc(CCO)cc2)nc(N)n1, predict the reactants needed to synthesize it. The reactants are: COc1ccc(Br)cc1-c1cc(Cl)nc(N)n1.Nc1ccc(CCO)cc1. (7) The reactants are: O=C(NO)c1cc2ccn(Cc3ccc(F)cc3F)c2cn1. Given the product O=C(NO)c1cc2ccn(Cc3ccc(F)cc3)c2cn1, predict the reactants needed to synthesize it.